From a dataset of Reaction yield outcomes from USPTO patents with 853,638 reactions. Predict the reaction yield, written as a fraction of the theoretical maximum amount of product (1.0 means a 100% yield; for example, 0.34 means a 34% yield). (1) The reactants are [OH:1][C:2]1[CH:10]=[CH:9][CH:8]=[C:7]2[C:3]=1[CH:4]=[C:5]([CH3:11])[NH:6]2.[H-].[Na+].[CH2:14](Br)[C:15]1[CH:20]=[CH:19][CH:18]=[CH:17][CH:16]=1. The catalyst is CN(C=O)C.C(OCC)(=O)C. The product is [CH2:14]([N:6]1[C:7]2[C:3](=[C:2]([O:1][CH2:4][C:3]3[CH:7]=[CH:8][CH:9]=[CH:10][CH:2]=3)[CH:10]=[CH:9][CH:8]=2)[CH:4]=[C:5]1[CH3:11])[C:15]1[CH:20]=[CH:19][CH:18]=[CH:17][CH:16]=1. The yield is 0.720. (2) The reactants are NC1C=CC(C(O)=O)=CC=1.C1(C(Cl)=O)CCCCC1.CCN(CC)CC.[OH-].[Na+].[CH:29]1([C:35]([NH:37][C:38]2[CH:47]=[CH:46][C:41]([C:42]([O:44]C)=[O:43])=[CH:40][CH:39]=2)=[O:36])[CH2:34][CH2:33][CH2:32][CH2:31][CH2:30]1. The catalyst is C1COCC1. The product is [CH:29]1([C:35]([NH:37][C:38]2[CH:47]=[CH:46][C:41]([C:42]([OH:44])=[O:43])=[CH:40][CH:39]=2)=[O:36])[CH2:30][CH2:31][CH2:32][CH2:33][CH2:34]1. The yield is 0.920. (3) The reactants are Br[C:2]1[CH:7]=[CH:6][C:5]([CH:8]([OH:13])[C:9]([F:12])([F:11])[F:10])=[CH:4][CH:3]=1.[C:14]1([CH3:23])[CH:19]=[CH:18][CH:17]=[C:16](B(O)O)[CH:15]=1.C([O-])([O-])=O.[K+].[K+].CCO. The catalyst is [Pd].C(Cl)Cl.O. The product is [F:10][C:9]([F:12])([F:11])[CH:8]([C:5]1[CH:6]=[CH:7][CH:2]=[CH:3][C:4]=1[C:16]1[CH:17]=[CH:18][CH:19]=[C:14]([CH3:23])[CH:15]=1)[OH:13]. The yield is 0.720. (4) The reactants are C([O:8][C:9]1[CH:16]2[CH:12]([CH2:13][CH:14]([CH:17]=[O:18])[CH2:15]2)[C:11](=[O:19])[C:10]=1[C:20]1[C:25]([CH2:26][CH3:27])=[CH:24][C:23]([CH3:28])=[CH:22][C:21]=1[CH2:29][CH3:30])C1C=CC=CC=1. The catalyst is [Pd].CO. The product is [CH2:29]([C:21]1[CH:22]=[C:23]([CH3:28])[CH:24]=[C:25]([CH2:26][CH3:27])[C:20]=1[CH:10]1[C:11](=[O:19])[CH:12]2[CH:16]([CH2:15][CH:14]([CH:17]=[O:18])[CH2:13]2)[C:9]1=[O:8])[CH3:30]. The yield is 0.970. (5) The yield is 1.13. The product is [N:6]1([CH2:1][C@H:2]([OH:3])[CH2:4][OH:5])[CH2:11][CH2:10][O:9][CH2:8][CH2:7]1. The reactants are [CH2:1]1[O:3][C@@H:2]1[CH2:4][OH:5].[NH:6]1[CH2:11][CH2:10][O:9][CH2:8][CH2:7]1. The catalyst is C(O)C. (6) The reactants are [C:1]([C@H:3]1[CH2:8][CH2:7][C@H:6](C(O)=O)[CH2:5][CH2:4]1)#[N:2].C([N:14]([CH2:17]C)CC)C.C1(P(N=[N+]=[N-])(C2C=CC=CC=2)=[O:26])C=CC=CC=1.C(OCC)(=O)C.[C:42]([OH:46])([CH3:45])([CH3:44])[CH3:43]. No catalyst specified. The product is [C:1]([C@H:3]1[CH2:4][CH2:5][C@H:6]([NH:14][C:17](=[O:26])[O:46][C:42]([CH3:45])([CH3:44])[CH3:43])[CH2:7][CH2:8]1)#[N:2]. The yield is 0.540.